This data is from Forward reaction prediction with 1.9M reactions from USPTO patents (1976-2016). The task is: Predict the product of the given reaction. (1) Given the reactants [C:1]([C:5]1[CH:10]=[CH:9][C:8]([CH:11]([CH2:15][C:16]2[CH:21]=[CH:20][C:19]([N+:22]([O-:24])=[O:23])=[CH:18][CH:17]=2)[C:12]([OH:14])=O)=[CH:7][CH:6]=1)([CH3:4])([CH3:3])[CH3:2].[I:25][C:26]1[CH:32]=[CH:31][C:29]([NH2:30])=[CH:28][CH:27]=1.C1(N=C=NC2CCCCC2)CCCCC1, predict the reaction product. The product is: [C:1]([C:5]1[CH:6]=[CH:7][C:8]([CH:11]([CH2:15][C:16]2[CH:21]=[CH:20][C:19]([N+:22]([O-:24])=[O:23])=[CH:18][CH:17]=2)[C:12]([NH:30][C:29]2[CH:31]=[CH:32][C:26]([I:25])=[CH:27][CH:28]=2)=[O:14])=[CH:9][CH:10]=1)([CH3:2])([CH3:4])[CH3:3]. (2) Given the reactants [NH2:1][C:2]1[CH:11]=[C:10]2[C:5]([CH2:6][CH2:7][CH:8]([C:12]([O:14][CH3:15])=[O:13])[CH2:9]2)=[CH:4][CH:3]=1.Cl.Br[C:18]1[CH:23]=[CH:22][N:21]=[CH:20][CH:19]=1.Cl, predict the reaction product. The product is: [N:21]1[CH:22]=[CH:23][C:18]([NH:1][C:2]2[CH:11]=[C:10]3[C:5]([CH2:6][CH2:7][CH:8]([C:12]([O:14][CH3:15])=[O:13])[CH2:9]3)=[CH:4][CH:3]=2)=[CH:19][CH:20]=1. (3) Given the reactants [CH3:1][C:2]1[C:10]2[C:9]([NH:11][C:12]3[CH:17]=[CH:16][C:15]([N:18]4[CH2:23][CH2:22][O:21][CH2:20][CH2:19]4)=[CH:14][CH:13]=3)=[N:8][C:7]([N:24]3[CH2:29][CH2:28][NH:27][CH2:26][CH2:25]3)=[N:6][C:5]=2[S:4][C:3]=1[CH3:30].C(N(CC)CC)C.Cl.[N:39]1[CH:44]=[CH:43][CH:42]=[CH:41][C:40]=1[C:45](Cl)=[O:46], predict the reaction product. The product is: [CH3:1][C:2]1[C:10]2[C:9]([NH:11][C:12]3[CH:17]=[CH:16][C:15]([N:18]4[CH2:19][CH2:20][O:21][CH2:22][CH2:23]4)=[CH:14][CH:13]=3)=[N:8][C:7]([N:24]3[CH2:25][CH2:26][N:27]([C:45]([C:40]4[CH:41]=[CH:42][CH:43]=[CH:44][N:39]=4)=[O:46])[CH2:28][CH2:29]3)=[N:6][C:5]=2[S:4][C:3]=1[CH3:30]. (4) Given the reactants [C:1]([O:5][C:6]([N:8]1[CH2:13][CH2:12][C@:11]([OH:39])([C:14]2[CH:19]=[CH:18][C:17]([O:20][CH2:21][CH2:22][CH2:23][O:24][CH3:25])=[CH:16][C:15]=2[CH2:26][CH2:27][O:28][Si:29]([CH:36]([CH3:38])[CH3:37])([CH:33]([CH3:35])[CH3:34])[CH:30]([CH3:32])[CH3:31])[C@@H:10]([OH:40])[CH2:9]1)=[O:7])([CH3:4])([CH3:3])[CH3:2].[H-].[Na+].Br[CH2:44][C:45]1[CH:46]=[CH:47][C:48]2[O:53][CH2:52][C:51](=[O:54])[N:50]([CH2:55][CH2:56][CH2:57][O:58][CH3:59])[C:49]=2[CH:60]=1.C([O-])(O)=O.[Na+], predict the reaction product. The product is: [C:1]([O:5][C:6]([N:8]1[CH2:13][CH2:12][C@:11]([OH:39])([C:14]2[CH:19]=[CH:18][C:17]([O:20][CH2:21][CH2:22][CH2:23][O:24][CH3:25])=[CH:16][C:15]=2[CH2:26][CH2:27][O:28][Si:29]([CH:36]([CH3:38])[CH3:37])([CH:33]([CH3:34])[CH3:35])[CH:30]([CH3:31])[CH3:32])[C@@H:10]([O:40][CH2:44][C:45]2[CH:46]=[CH:47][C:48]3[O:53][CH2:52][C:51](=[O:54])[N:50]([CH2:55][CH2:56][CH2:57][O:58][CH3:59])[C:49]=3[CH:60]=2)[CH2:9]1)=[O:7])([CH3:4])([CH3:3])[CH3:2].